From a dataset of Forward reaction prediction with 1.9M reactions from USPTO patents (1976-2016). Predict the product of the given reaction. (1) The product is: [ClH:1].[Cl:1][C:2]1[CH:44]=[CH:43][C:5]([CH2:6][C@@H:7]([NH:29][CH:30]2[CH2:31][CH2:32][NH:33][CH2:34][CH2:35]2)[C:8]([N:10]2[CH2:15][CH2:14][CH:13]([N:16]([CH:23]3[CH2:28][CH2:27][CH2:26][CH2:25][CH2:24]3)[CH2:17][CH2:18][N:19]([O:21][CH3:22])[CH3:20])[CH2:12][CH2:11]2)=[O:9])=[CH:4][CH:3]=1. Given the reactants [Cl:1][C:2]1[CH:44]=[CH:43][C:5]([CH2:6][C@@H:7]([NH:29][CH:30]2[CH2:35][CH2:34][N:33](C(OC(C)(C)C)=O)[CH2:32][CH2:31]2)[C:8]([N:10]2[CH2:15][CH2:14][CH:13]([N:16]([CH:23]3[CH2:28][CH2:27][CH2:26][CH2:25][CH2:24]3)[CH2:17][CH2:18][N:19]([O:21][CH3:22])[CH3:20])[CH2:12][CH2:11]2)=[O:9])=[CH:4][CH:3]=1.Cl.ClCCl, predict the reaction product. (2) Given the reactants [I-].[CH3:2][S+](C)(C)=O.[H-].[Na+].[O:9]=[C:10]([CH3:20])[CH2:11][CH2:12][C:13]([O:15][C:16]([CH3:19])([CH3:18])[CH3:17])=[O:14], predict the reaction product. The product is: [CH3:20][C:10]1([CH2:11][CH2:12][C:13]([O:15][C:16]([CH3:19])([CH3:18])[CH3:17])=[O:14])[CH2:2][O:9]1. (3) Given the reactants [OH:1][C:2]1[C:7]([NH:8]/[N:9]=[C:10]2\[C:11]([CH3:26])=[N:12][N:13]([C:17]3[CH:18]=[C:19]4[C:23](=[CH:24][CH:25]=3)[CH2:22][CH2:21][CH2:20]4)[C:14]\2=[C:15]=[O:16])=[CH:6][CH:5]=[CH:4][C:3]=1[C:27]1[CH:32]=[CH:31][CH:30]=[C:29]([C:33]([OH:35])=[O:34])[CH:28]=1.[NH:36]1[CH2:41][CH2:40][NH:39][CH2:38][CH2:37]1.[NH:42]1[CH2:47][CH2:46][NH:45][CH2:44][CH2:43]1.[OH:48][C:49]1[C:54]([NH:55]/[N:56]=[C:57]2/[C:58]([CH3:72])=[N:59][N:60]([C:63]3[CH:64]=[C:65]4[C:69](=[CH:70][CH:71]=3)[CH2:68][CH2:67][CH2:66]4)[C:61]/2=[O:62])=[CH:53][CH:52]=[CH:51][C:50]=1[C:73]1[CH:78]=[CH:77][CH:76]=[C:75]([C:79]([OH:81])=[O:80])[CH:74]=1, predict the reaction product. The product is: [NH:9]1[CH2:10][CH2:14][NH:13][CH2:17][CH2:18]1.[NH:36]1[CH2:41][CH2:40][NH:39][CH2:38][CH2:37]1.[OH:48][C:49]1[C:54]([NH:55]/[N:56]=[C:57]2/[C:58]([CH3:72])=[N:59][N:60]([C:63]3[CH:64]=[C:65]4[C:69](=[CH:70][CH:71]=3)[CH2:68][CH2:67][CH2:66]4)[C:61]/2=[O:62])=[CH:53][CH:52]=[CH:51][C:50]=1[C:73]1[CH:78]=[CH:77][CH:76]=[C:75]([C:79]([OH:81])=[O:80])[CH:74]=1.[NH:42]1[CH2:47][CH2:46][NH:45][CH2:44][CH2:43]1.[NH:9]1[CH2:10][CH2:14][NH:13][CH2:17][CH2:18]1.[OH:1][C:2]1[C:7]([NH:8]/[N:9]=[C:10]2\[C:11]([CH3:26])=[N:12][N:13]([C:17]3[CH:18]=[C:19]4[C:23](=[CH:24][CH:25]=3)[CH2:22][CH2:21][CH2:20]4)[C:14]\2=[C:15]=[O:16])=[CH:6][CH:5]=[CH:4][C:3]=1[C:27]1[CH:32]=[CH:31][CH:30]=[C:29]([C:33]([OH:35])=[O:34])[CH:28]=1. (4) Given the reactants Br[C:2]1[CH:3]=[C:4]([F:22])[C:5]([C:8]2([F:21])[CH2:13][CH2:12][N:11]([C:14]([O:16][C:17]([CH3:20])([CH3:19])[CH3:18])=[O:15])[CH2:10][CH2:9]2)=[N:6][CH:7]=1.[Cl-].[Li+].[CH:25]([Mg]Cl)([CH3:27])[CH3:26].C(Br)C=C, predict the reaction product. The product is: [CH2:27]([C:2]1[CH:3]=[C:4]([F:22])[C:5]([C:8]2([F:21])[CH2:13][CH2:12][N:11]([C:14]([O:16][C:17]([CH3:20])([CH3:19])[CH3:18])=[O:15])[CH2:10][CH2:9]2)=[N:6][CH:7]=1)[CH:25]=[CH2:26]. (5) Given the reactants [N:1]1([C:7]2[CH:8]=[CH:9][C:10]3[N:11]([C:13]([C:16]([F:19])([F:18])[F:17])=[N:14][N:15]=3)[N:12]=2)[CH2:6][CH2:5][NH:4][CH2:3][CH2:2]1.[NH:20]1[CH:24]=[CH:23][C:22]([CH:25]=O)=[CH:21]1, predict the reaction product. The product is: [NH:20]1[CH:24]=[CH:23][C:22]([CH2:25][N:4]2[CH2:3][CH2:2][N:1]([C:7]3[CH:8]=[CH:9][C:10]4[N:11]([C:13]([C:16]([F:17])([F:18])[F:19])=[N:14][N:15]=4)[N:12]=3)[CH2:6][CH2:5]2)=[CH:21]1.